This data is from Forward reaction prediction with 1.9M reactions from USPTO patents (1976-2016). The task is: Predict the product of the given reaction. Given the reactants [F:1][C:2]([F:6])([F:5])[CH:3]=[CH2:4].[N+:7]([CH2:10][CH3:11])([O-])=[O:8].C1(N=C=O)C=CC=CC=1, predict the reaction product. The product is: [CH3:11][C:10]1[CH2:4][CH:3]([C:2]([F:6])([F:5])[F:1])[O:8][N:7]=1.